Task: Predict the reactants needed to synthesize the given product.. Dataset: Full USPTO retrosynthesis dataset with 1.9M reactions from patents (1976-2016) (1) Given the product [C:14]([O:1][C:2]1([C:5]([OH:7])=[O:6])[CH2:4][CH2:3]1)(=[O:15])[CH3:16], predict the reactants needed to synthesize it. The reactants are: [OH:1][C:2]1([C:5]([OH:7])=[O:6])[CH2:4][CH2:3]1.N1C=CC=CC=1.[C:14](Cl)([CH3:16])=[O:15]. (2) Given the product [CH2:13]([N:14]1[C:5]2[C:4]([CH3:9])([CH3:8])[O:3][C:2]([CH3:10])([CH3:1])[C:6]=2[S:16][C:17]1=[NH:18])[CH:12]([CH3:15])[CH3:11], predict the reactants needed to synthesize it. The reactants are: [CH3:1][C:2]1([CH3:10])[C:6](=O)[CH2:5][C:4]([CH3:9])([CH3:8])[O:3]1.[CH3:11][CH:12]([CH3:15])[CH2:13][NH2:14].[S-:16][C:17]#[N:18].[K+].II. (3) Given the product [OH2:22].[OH2:22].[ClH:23].[CH3:1][N:2]1[C:14]2[CH2:13][CH2:12][CH:11]([CH2:15][N:16]3[CH:20]=[CH:19][N:18]=[C:17]3[CH3:21])[C:10](=[O:22])[C:9]=2[C:8]2[C:3]1=[CH:4][CH:5]=[CH:6][CH:7]=2, predict the reactants needed to synthesize it. The reactants are: [CH3:1][N:2]1[C:14]2[CH2:13][CH2:12][CH:11]([CH2:15][N:16]3[CH:20]=[CH:19][N:18]=[C:17]3[CH3:21])[C:10](=[O:22])[C:9]=2[C:8]2[C:3]1=[CH:4][CH:5]=[CH:6][CH:7]=2.[ClH:23].